Dataset: Full USPTO retrosynthesis dataset with 1.9M reactions from patents (1976-2016). Task: Predict the reactants needed to synthesize the given product. Given the product [O:23]([C:20]1[CH:21]=[CH:22][C:17]([C:16]2[N:42]=[C:7]([CH:3]3[CH2:4][CH2:5][CH2:6][NH:1][CH2:2]3)[O:9][C:10]=2[C:11]([O:13][CH2:14][CH3:15])=[O:12])=[CH:18][CH:19]=1)[C:24]1[CH:29]=[CH:28][CH:27]=[CH:26][CH:25]=1, predict the reactants needed to synthesize it. The reactants are: [N:1]1(C(OC(C)(C)C)=O)[CH2:6][CH2:5][CH2:4][CH:3]([C:7]([O:9][CH:10]([C:16](=O)[C:17]2[CH:22]=[CH:21][C:20]([O:23][C:24]3[CH:29]=[CH:28][CH:27]=[CH:26][CH:25]=3)=[CH:19][CH:18]=2)[C:11]([O:13][CH2:14][CH3:15])=[O:12])=O)[CH2:2]1.C([O-])(C)=O.[NH4+:42].